Dataset: Full USPTO retrosynthesis dataset with 1.9M reactions from patents (1976-2016). Task: Predict the reactants needed to synthesize the given product. (1) Given the product [C:1]([O:5][C:6]([N:8]1[C@@H:12]([CH:13]=[C:36]([Br:38])[Br:37])[CH2:11][O:10][C:9]1([CH3:16])[CH3:15])=[O:7])([CH3:4])([CH3:3])[CH3:2], predict the reactants needed to synthesize it. The reactants are: [C:1]([O:5][C:6]([N:8]1[C@@H:12]([CH:13]=O)[CH2:11][O:10][C:9]1([CH3:16])[CH3:15])=[O:7])([CH3:4])([CH3:3])[CH3:2].C1(P(C2C=CC=CC=2)C2C=CC=CC=2)C=CC=CC=1.[C:36](Br)(Br)([Br:38])[Br:37]. (2) Given the product [CH3:1][O:2][C:3](=[O:32])[CH2:4][CH2:5][CH2:6][CH2:7][CH2:8][NH:9][C:10]1[C:11]2[C:18]([C:19]3[CH:20]=[CH:21][C:22]([NH:25][CH2:33][CH3:34])=[CH:23][CH:24]=3)=[C:17]([C:26]3[CH:27]=[CH:28][CH:29]=[CH:30][CH:31]=3)[O:16][C:12]=2[N:13]=[CH:14][N:15]=1, predict the reactants needed to synthesize it. The reactants are: [CH3:1][O:2][C:3](=[O:32])[CH2:4][CH2:5][CH2:6][CH2:7][CH2:8][NH:9][C:10]1[C:11]2[C:18]([C:19]3[CH:24]=[CH:23][C:22]([NH2:25])=[CH:21][CH:20]=3)=[C:17]([C:26]3[CH:31]=[CH:30][CH:29]=[CH:28][CH:27]=3)[O:16][C:12]=2[N:13]=[CH:14][N:15]=1.[CH2:33](N(CC)CC)[CH3:34].C(I)C. (3) The reactants are: [OH:1][C@@H:2]([C@H:4]1[C:25](=[O:26])[N:6]2[C@@H:7]([C:12]([O:14][CH2:15][C:16]3[CH:21]=[CH:20][C:19]([N+:22]([O-:24])=[O:23])=[CH:18][CH:17]=3)=[O:13])[C:8](=O)[C@H:9]([CH3:10])[C@H:5]12)[CH3:3].[C:27]([CH2:30][S:31][C:32]1[N:33]=[CH:34][N:35]2[CH:39]=[C:38]([Sn](CCCC)(CCCC)CCCC)[S:37][C:36]=12)(=[O:29])[NH2:28]. Given the product [C:27]([CH2:30][S:31][C:32]1[N:33]=[CH:34][N:35]2[CH:39]=[C:38]([C:8]3[C@H:9]([CH3:10])[C@@H:5]4[C@@H:4]([C@H:2]([OH:1])[CH3:3])[C:25](=[O:26])[N:6]4[C:7]=3[C:12]([O:14][CH2:15][C:16]3[CH:21]=[CH:20][C:19]([N+:22]([O-:24])=[O:23])=[CH:18][CH:17]=3)=[O:13])[S:37][C:36]=12)(=[O:29])[NH2:28], predict the reactants needed to synthesize it. (4) Given the product [F:35][C:30]([F:36])([O:29][C:26]1[CH:25]=[CH:24][C:23]([N:7]2[CH:11]=[N:10][C:9]([C:12]3[CH:21]=[CH:20][C:15]([C:16]([OH:18])=[O:17])=[CH:14][CH:13]=3)=[N:8]2)=[CH:28][CH:27]=1)[C:31]([F:32])([F:34])[F:33], predict the reactants needed to synthesize it. The reactants are: C([O-])([O-])=O.[Cs+].[Cs+].[NH:7]1[CH:11]=[N:10][C:9]([C:12]2[CH:21]=[CH:20][C:15]([C:16]([O:18]C)=[O:17])=[CH:14][CH:13]=2)=[N:8]1.Br[C:23]1[CH:28]=[CH:27][C:26]([O:29][C:30]([F:36])([F:35])[C:31]([F:34])([F:33])[F:32])=[CH:25][CH:24]=1.N1C2C(=CC=CC=2O)C=CC=1. (5) Given the product [N:1]1[C:10]2[CH2:9][CH2:8][CH2:7][CH:6]([C:11]3[CH:12]=[CH:13][C:14]([C:15]#[N:16])=[CH:17][CH:18]=3)[C:5]=2[CH:4]=[N:3][CH:2]=1, predict the reactants needed to synthesize it. The reactants are: [N:1]1[C:10]2[CH2:9][CH2:8][CH:7]=[C:6]([C:11]3[CH:18]=[CH:17][C:14]([C:15]#[N:16])=[CH:13][CH:12]=3)[C:5]=2[CH:4]=[N:3][CH:2]=1. (6) Given the product [Cl:1][C:2]1[CH:10]=[CH:9][CH:8]=[C:7]([F:11])[C:3]=1[C:4]([N:19]([C:4](=[O:5])[C:3]1[C:7]([F:11])=[CH:8][CH:9]=[CH:10][C:2]=1[Cl:1])[C:18]1[C:17]([F:20])=[CH:16][N:15]=[CH:14][C:13]=1[F:12])=[O:5], predict the reactants needed to synthesize it. The reactants are: [Cl:1][C:2]1[CH:10]=[CH:9][CH:8]=[C:7]([F:11])[C:3]=1[C:4](Cl)=[O:5].[F:12][C:13]1[CH:14]=[N:15][CH:16]=[C:17]([F:20])[C:18]=1[NH2:19].